Dataset: Catalyst prediction with 721,799 reactions and 888 catalyst types from USPTO. Task: Predict which catalyst facilitates the given reaction. (1) Reactant: [Br:1][C:2]1[CH:3]=[N:4][C:5]([NH:12][CH3:13])=[C:6]([CH:11]=1)[C:7]([O:9][CH3:10])=[O:8].[CH3:14]NC. Product: [Br:1][C:2]1[CH:3]=[N:4][C:5]([N:12]([CH3:14])[CH3:13])=[C:6]([CH:11]=1)[C:7]([O:9][CH3:10])=[O:8]. The catalyst class is: 1. (2) Reactant: C([Cl:4])(=O)C.[NH2:5][C:6]1[NH:10][N:9]=[C:8]([NH:11][C:12]2[CH:17]=[C:16]([C:18]([F:21])([F:20])[F:19])[C:15]([C:22]3[CH:27]=[CH:26][C:25]([S:28]([N:31]4[CH2:38][CH2:37][N:36](C(OC(C)(C)C)=O)[CH2:35][C:32]54[CH2:34][CH2:33]5)(=[O:30])=[O:29])=[CH:24][CH:23]=3)=[C:14]([Cl:46])[CH:13]=2)[N:7]=1. Product: [ClH:4].[CH2:33]1[C:32]2([CH2:35][NH:36][CH2:37][CH2:38][N:31]2[S:28]([C:25]2[CH:24]=[CH:23][C:22]([C:15]3[C:16]([C:18]([F:21])([F:20])[F:19])=[CH:17][C:12]([NH:11][C:8]4[N:7]=[C:6]([NH2:5])[NH:10][N:9]=4)=[CH:13][C:14]=3[Cl:46])=[CH:27][CH:26]=2)(=[O:29])=[O:30])[CH2:34]1. The catalyst class is: 5. (3) Reactant: [F:1][C:2]([F:19])([F:18])[C:3]1[CH:4]=[CH:5][C:6]([O:9][C:10]2[CH:11]=[C:12]([CH2:16]O)[CH:13]=[CH:14][CH:15]=2)=[N:7][CH:8]=1.S(Cl)([Cl:22])=O. Product: [Cl:22][CH2:16][C:12]1[CH:11]=[C:10]([CH:15]=[CH:14][CH:13]=1)[O:9][C:6]1[CH:5]=[CH:4][C:3]([C:2]([F:19])([F:18])[F:1])=[CH:8][N:7]=1. The catalyst class is: 2. (4) Reactant: Cl[C:2]1[CH:7]=[CH:6][C:5]([N:8]2[CH2:12][CH2:11][CH2:10][C:9]2=[O:13])=[C:4]([F:14])[CH:3]=1.[B:15]1([B:15]2[O:19][C:18]([CH3:21])([CH3:20])[C:17]([CH3:23])([CH3:22])[O:16]2)[O:19][C:18]([CH3:21])([CH3:20])[C:17]([CH3:23])([CH3:22])[O:16]1.CC(C1C=C(C(C)C)C(C2C=CC=CC=2P(C2CCCCC2)C2CCCCC2)=C(C(C)C)C=1)C.C([O-])(=O)C.[K+].O1CCOCC1. Product: [F:14][C:4]1[CH:3]=[C:2]([B:15]2[O:19][C:18]([CH3:21])([CH3:20])[C:17]([CH3:23])([CH3:22])[O:16]2)[CH:7]=[CH:6][C:5]=1[N:8]1[CH2:12][CH2:11][CH2:10][C:9]1=[O:13]. The catalyst class is: 110.